From a dataset of Reaction yield outcomes from USPTO patents with 853,638 reactions. Predict the reaction yield, written as a fraction of the theoretical maximum amount of product (1.0 means a 100% yield; for example, 0.34 means a 34% yield). The reactants are Cl[C:2]1[C:7]([C:8]#[N:9])=[CH:6][CH:5]=[CH:4][N:3]=1.[F:10][C:11]1[CH:16]=[CH:15][C:14](B(O)O)=[CH:13][N:12]=1.N#N.C(=O)([O-])[O-].[Cs+].[Cs+]. The catalyst is O.O1CCOCC1. The product is [F:10][C:11]1[N:12]=[CH:13][C:14]([C:2]2[C:7]([C:8]#[N:9])=[CH:6][CH:5]=[CH:4][N:3]=2)=[CH:15][CH:16]=1. The yield is 0.840.